Task: Predict which catalyst facilitates the given reaction.. Dataset: Catalyst prediction with 721,799 reactions and 888 catalyst types from USPTO Reactant: [C:1]1([CH2:11][NH2:12])[C:10]2[C:5](=[CH:6][CH:7]=[CH:8][CH:9]=2)[CH:4]=[CH:3][CH:2]=1.C(N(C(C)C)CC)(C)C.O=C1CCC(=O)N1[O:29][C:30]([NH:32][C:33]1[CH:41]=[CH:40][CH:39]=[C:38]2[C:34]=1[CH:35]=[N:36][N:37]2[C:42]([O:44][CH3:45])=[O:43])=O. Product: [C:1]1([CH2:11][NH:12][C:30]([NH:32][C:33]2[CH:41]=[CH:40][CH:39]=[C:38]3[C:34]=2[CH:35]=[N:36][N:37]3[C:42]([O:44][CH3:45])=[O:43])=[O:29])[C:10]2[C:5](=[CH:6][CH:7]=[CH:8][CH:9]=2)[CH:4]=[CH:3][CH:2]=1. The catalyst class is: 18.